Dataset: Forward reaction prediction with 1.9M reactions from USPTO patents (1976-2016). Task: Predict the product of the given reaction. (1) Given the reactants [Cl:1][C:2]1[C:3]([CH3:26])=[C:4]([NH:8][C:9]([C:11]2[C:19]3[N:18]=[C:17]([CH2:20][O:21][CH3:22])[NH:16][C:15]=3[CH:14]=[C:13]([N+:23]([O-])=O)[CH:12]=2)=[O:10])[CH:5]=[CH:6][CH:7]=1, predict the reaction product. The product is: [NH2:23][C:13]1[CH:12]=[C:11]([C:9]([NH:8][C:4]2[CH:5]=[CH:6][CH:7]=[C:2]([Cl:1])[C:3]=2[CH3:26])=[O:10])[C:19]2[N:18]=[C:17]([CH2:20][O:21][CH3:22])[NH:16][C:15]=2[CH:14]=1. (2) Given the reactants [C:1]1([C:7]2[CH:15]=[CH:14][C:10]([C:11](O)=[O:12])=[CH:9][CH:8]=2)[CH:6]=[CH:5][CH:4]=[CH:3][CH:2]=1.S(Cl)([Cl:18])=O, predict the reaction product. The product is: [C:1]1([C:7]2[CH:15]=[CH:14][C:10]([C:11]([Cl:18])=[O:12])=[CH:9][CH:8]=2)[CH:6]=[CH:5][CH:4]=[CH:3][CH:2]=1. (3) Given the reactants C([O:8][N:9]1[C:14]2[N:15]=[CH:16][N:17]=[CH:18][C:13]=2[C:12]([NH:19][CH:20]2[C:28]3[C:23](=[CH:24][CH:25]=[CH:26][CH:27]=3)[CH2:22][CH2:21]2)=[CH:11][C:10]1=[O:29])C1C=CC=CC=1.[H][H], predict the reaction product. The product is: [CH:20]1([NH:19][C:12]2[C:13]3[CH:18]=[N:17][CH:16]=[N:15][C:14]=3[N:9]([OH:8])[C:10](=[O:29])[CH:11]=2)[C:28]2[C:23](=[CH:24][CH:25]=[CH:26][CH:27]=2)[CH2:22][CH2:21]1. (4) Given the reactants [C:1]([C:4]([C:6]1[C:14]2[C:9](=[N+:10]([O-:17])[CH:11]=[CH:12][C:13]=2[O:15][CH3:16])[NH:8][CH:7]=1)=[O:5])([OH:3])=O.C(N(CC)CC)C.[C:25]1([N:31]2[C:35]([N:36]3[CH2:41][CH2:40][NH:39][CH2:38][CH2:37]3)=[N:34][N:33]=[N:32]2)[CH:30]=[CH:29][CH:28]=[CH:27][CH:26]=1.CN(C(ON1N=NC2C=CC=CC1=2)=[N+](C)C)C.[B-](F)(F)(F)F, predict the reaction product. The product is: [CH3:16][O:15][C:13]1[CH:12]=[CH:11][N+:10]([O-:17])=[C:9]2[NH:8][CH:7]=[C:6]([C:4](=[O:5])[C:1](=[O:3])[N:39]3[CH2:40][CH2:41][N:36]([C:35]4[N:31]([C:25]5[CH:30]=[CH:29][CH:28]=[CH:27][CH:26]=5)[N:32]=[N:33][N:34]=4)[CH2:37][CH2:38]3)[C:14]=12. (5) Given the reactants Br[C:2]1[CH:3]=[C:4]([C:8]2(O)[C:17]3[C:12](=[CH:13][CH:14]=[C:15]4[O:20][C:19]([CH3:22])([CH3:21])[CH2:18][C:16]4=3)[CH2:11][C:10]([CH3:24])([CH3:23])[NH:9]2)[CH:5]=[CH:6][CH:7]=1.CC1(C)C(C)(C)OB([C:34]2[CH:43]=[CH:42][C:37]([NH:38][C:39](=[O:41])[CH3:40])=[CH:36][CH:35]=2)O1.C(=O)([O-])[O-:46].[Na+].[Na+], predict the reaction product. The product is: [OH:46][C:14]1[CH:13]=[C:12]2[C:17](=[C:16]3[CH2:18][C:19]([CH3:22])([CH3:21])[O:20][C:15]=13)[C:8]([C:4]1[CH:3]=[C:2]([C:34]3[CH:43]=[CH:42][C:37]([NH:38][C:39](=[O:41])[CH3:40])=[CH:36][CH:35]=3)[CH:7]=[CH:6][CH:5]=1)=[N:9][C:10]([CH3:23])([CH3:24])[CH2:11]2.